This data is from hERG potassium channel inhibition data for cardiac toxicity prediction from Karim et al.. The task is: Regression/Classification. Given a drug SMILES string, predict its toxicity properties. Task type varies by dataset: regression for continuous values (e.g., LD50, hERG inhibition percentage) or binary classification for toxic/non-toxic outcomes (e.g., AMES mutagenicity, cardiotoxicity, hepatotoxicity). Dataset: herg_karim. (1) The compound is Cn1cnc(S(=O)(=O)N2Cc3ccc(/C=C/C(=O)NO)cc3C2)c1. The result is 0 (non-blocker). (2) The molecule is CCCCS(=O)(=O)N1Cc2ccc(/C=C/C(=O)NO)cc2C1. The result is 0 (non-blocker). (3) The molecule is O=C(c1cc(F)cc(F)c1)N1CCN(c2ccc(OCCCN3CCCCCC3)cc2)C(=O)C1. The result is 0 (non-blocker). (4) The molecule is COc1cccc2c1nc(N)n1nc(CN3CCN(c4cnn(C)c4)C[C@H]3C)nc21. The result is 0 (non-blocker). (5) The molecule is CN1CCN(Cc2ccc3c(c2)Cc2c(-c4csc(C#CCOc5ccc(CN6CCOCC6)cc5)c4)n[nH]c2-3)CC1. The result is 1 (blocker). (6) The compound is CCOCC1CCC(N2CC(NC(=O)CNc3nn(C)c4ccc(C(F)(F)F)cc34)C2)CC1. The result is 1 (blocker). (7) The result is 1 (blocker). The drug is Cc1ncoc1-c1nnc(SCCCN2CC[C@]3(C[C@@H]3c3ccc(C(F)(F)F)cc3F)C2)n1C. (8) The result is 1 (blocker). The molecule is Cc1ccc(Cn2c(C3CNCCS3)nc3ccccc32)cc1. (9) The molecule is C[C@@H]1CN(C(=O)OCC(F)(F)F)CCN1c1ncc(OCc2ccncc2C#N)cn1. The result is 0 (non-blocker). (10) The drug is CNC1CCC(N2CCc3ccc(NC(=N)c4cccs4)cc32)CC1. The result is 0 (non-blocker).